Dataset: Reaction yield outcomes from USPTO patents with 853,638 reactions. Task: Predict the reaction yield, written as a fraction of the theoretical maximum amount of product (1.0 means a 100% yield; for example, 0.34 means a 34% yield). (1) The product is [Cl:51][C:4]1[C:5]2[O:69][CH2:8][CH2:7][C:6]=2[C:10]([CH:12]2[C@H:17]([O:18][CH2:19][C:20]3[CH:21]=[CH:22][CH:23]=[CH:24][CH:25]=3)[C@@H:16]([O:26][CH2:27][C:28]3[CH:33]=[CH:32][CH:31]=[CH:30][CH:29]=3)[C@H:15]([O:34][CH2:35][C:36]3[CH:37]=[CH:38][CH:39]=[CH:40][CH:41]=3)[C@@H:14]([CH2:42][O:43][CH2:44][C:45]3[CH:50]=[CH:49][CH:48]=[CH:47][CH:46]=3)[O:13]2)=[CH:11][C:3]=1[CH2:2][C:63]1[CH:64]=[CH:65][C:60]([O:59][CH3:58])=[CH:61][CH:62]=1. The catalyst is CC(C)=O.Cl[Pd](Cl)([P](C1C=CC=CC=1)(C1C=CC=CC=1)C1C=CC=CC=1)[P](C1C=CC=CC=1)(C1C=CC=CC=1)C1C=CC=CC=1. The yield is 0.460. The reactants are Br[CH2:2][C:3]1[CH:11]=[C:10]([C@H:12]2[C@H:17]([O:18][CH2:19][C:20]3[CH:25]=[CH:24][CH:23]=[CH:22][CH:21]=3)[C@@H:16]([O:26][CH2:27][C:28]3[CH:33]=[CH:32][CH:31]=[CH:30][CH:29]=3)[C@H:15]([O:34][CH2:35][C:36]3[CH:41]=[CH:40][CH:39]=[CH:38][CH:37]=3)[C@@H:14]([CH2:42][O:43][CH2:44][C:45]3[CH:50]=[CH:49][CH:48]=[CH:47][CH:46]=3)[O:13]2)[C:6]2[CH2:7][CH2:8]O[C:5]=2[C:4]=1[Cl:51].C([O-])([O-])=O.[K+].[K+].[CH3:58][O:59][C:60]1[CH:65]=[CH:64][C:63](B(O)O)=[CH:62][CH:61]=1.[OH2:69]. (2) The reactants are [OH:1][NH:2][C:3](=[O:18])[C:4]1[CH:9]=[CH:8][CH:7]=[CH:6][C:5]=1[C:10]#[C:11][C:12]1[CH:17]=[CH:16][CH:15]=[CH:14][CH:13]=1. The catalyst is CCOC(C)=O.CO.[Pd]. The product is [OH:1][NH:2][C:3](=[O:18])[C:4]1[CH:9]=[CH:8][CH:7]=[CH:6][C:5]=1[CH2:10][CH2:11][C:12]1[CH:17]=[CH:16][CH:15]=[CH:14][CH:13]=1. The yield is 0.620. (3) The reactants are [C:1]1([CH:7]([NH:9][C:10]([CH2:12][CH:13]2[CH2:18][CH2:17][N:16]([CH2:19][C:20]3[CH:25]=[CH:24][C:23]([F:26])=[CH:22][CH:21]=3)[CH2:15][CH2:14]2)=O)[CH3:8])[CH:6]=[CH:5][CH:4]=[CH:3][CH:2]=1.B.C1COCC1. No catalyst specified. The product is [C:1]1([CH:7]([NH:9][CH2:10][CH2:12][CH:13]2[CH2:18][CH2:17][N:16]([CH2:19][C:20]3[CH:25]=[CH:24][C:23]([F:26])=[CH:22][CH:21]=3)[CH2:15][CH2:14]2)[CH3:8])[CH:2]=[CH:3][CH:4]=[CH:5][CH:6]=1. The yield is 0.950. (4) The reactants are [Br:1][C:2]1[CH:7]=[CH:6][C:5]([NH:8][C:9]2[C:10]([C:20]([OH:22])=O)=[CH:11][C:12]3[N:16]([CH3:17])[CH:15]=[N:14][C:13]=3[C:18]=2[F:19])=[C:4]([Cl:23])[CH:3]=1.[CH:24]([O:26][CH2:27][CH2:28][O:29][NH2:30])=[CH2:25].C1C=CC2N(O)N=NC=2C=1.C(N(CC)CC)C.CCN=C=NCCCN(C)C. The catalyst is CN(C)C=O.C(OCC)(=O)C. The product is [CH:24]([O:26][CH2:27][CH2:28][O:29][NH:30][C:20]([C:10]1[C:9]([NH:8][C:5]2[CH:6]=[CH:7][C:2]([Br:1])=[CH:3][C:4]=2[Cl:23])=[C:18]([F:19])[C:13]2[N:14]=[CH:15][N:16]([CH3:17])[C:12]=2[CH:11]=1)=[O:22])=[CH2:25]. The yield is 0.900. (5) The reactants are [NH:1]1[C:5]2[CH:6]=[CH:7][CH:8]=[CH:9][C:4]=2[N:3]=[CH:2]1.[H-].[Na+].[C:12]([O:16][C:17]([N:19]1[CH2:24][CH2:23][CH:22](OS(C2C=CC(C)=CC=2)(=O)=O)[CH2:21][CH2:20]1)=[O:18])([CH3:15])([CH3:14])[CH3:13].O. The catalyst is CN(C)C=O. The product is [C:12]([O:16][C:17]([N:19]1[CH2:24][CH2:23][CH:22]([N:1]2[C:5]3[CH:6]=[CH:7][CH:8]=[CH:9][C:4]=3[N:3]=[CH:2]2)[CH2:21][CH2:20]1)=[O:18])([CH3:15])([CH3:13])[CH3:14]. The yield is 0.250. (6) The reactants are [C:1]([C:3]1[CH:4]=[C:5]([C:13]2[S:17][C:16]([C:18]3[CH:26]=[CH:25][CH:24]=[C:23]4[C:19]=3[CH2:20][CH2:21][C@@H:22]4[NH:27]C(=O)OC(C)(C)C)=[N:15][N:14]=2)[CH:6]=[CH:7][C:8]=1[O:9][CH:10]([CH3:12])[CH3:11])#[N:2].[ClH:35]. The catalyst is O1CCOCC1.C(OCC)C. The product is [ClH:35].[NH2:27][C@@H:22]1[C:23]2[C:19](=[C:18]([C:16]3[S:17][C:13]([C:5]4[CH:6]=[CH:7][C:8]([O:9][CH:10]([CH3:12])[CH3:11])=[C:3]([CH:4]=4)[C:1]#[N:2])=[N:14][N:15]=3)[CH:26]=[CH:25][CH:24]=2)[CH2:20][CH2:21]1. The yield is 0.960. (7) The reactants are [CH3:1][C:2]1[CH:6]=[C:5]([C:7]([OH:9])=O)[N:4]([C:10]2[CH:15]=[CH:14][CH:13]=[CH:12][CH:11]=2)[N:3]=1.CN(C)C=O.C(Cl)(=O)C(Cl)=O.[NH2:27][C:28]1[CH:29]=[C:30]([S:34][C:35]2[CH:36]=[CH:37][C:38]3[N:39]([CH:41]=[C:42]([NH:44][C:45]([CH:47]4[CH2:49][CH2:48]4)=[O:46])[N:43]=3)[N:40]=2)[CH:31]=[CH:32][CH:33]=1. The catalyst is CN(C)C(=O)C.O1CCCC1. The product is [CH:47]1([C:45]([NH:44][C:42]2[N:43]=[C:38]3[CH:37]=[CH:36][C:35]([S:34][C:30]4[CH:29]=[C:28]([NH:27][C:7]([C:5]5[N:4]([C:10]6[CH:15]=[CH:14][CH:13]=[CH:12][CH:11]=6)[N:3]=[C:2]([CH3:1])[CH:6]=5)=[O:9])[CH:33]=[CH:32][CH:31]=4)=[N:40][N:39]3[CH:41]=2)=[O:46])[CH2:48][CH2:49]1. The yield is 0.650. (8) The reactants are [CH2:1]([O:8][C:9]1[CH:18]=[C:17]2[C:12]([C:13]([O:19][C:20]3[C:26]([CH3:27])=[CH:25][C:23]([NH2:24])=[C:22]([CH3:28])[CH:21]=3)=[CH:14][CH:15]=[N:16]2)=[CH:11][C:10]=1[O:29][CH3:30])[C:2]1[CH:7]=[CH:6][CH:5]=[CH:4][CH:3]=1.[CH3:31][O:32][C:33]1[CH:38]=[CH:37][CH:36]=[CH:35][C:34]=1[N:39]=[C:40]=[O:41]. The catalyst is C(Cl)(Cl)Cl. The product is [CH2:1]([O:8][C:9]1[CH:18]=[C:17]2[C:12]([C:13]([O:19][C:20]3[C:26]([CH3:27])=[CH:25][C:23]([NH:24][C:40]([NH:39][C:34]4[CH:35]=[CH:36][CH:37]=[CH:38][C:33]=4[O:32][CH3:31])=[O:41])=[C:22]([CH3:28])[CH:21]=3)=[CH:14][CH:15]=[N:16]2)=[CH:11][C:10]=1[O:29][CH3:30])[C:2]1[CH:3]=[CH:4][CH:5]=[CH:6][CH:7]=1. The yield is 0.890.